This data is from Forward reaction prediction with 1.9M reactions from USPTO patents (1976-2016). The task is: Predict the product of the given reaction. (1) Given the reactants Cl.[NH2:2][CH2:3][C:4]([C:6]1[CH:11]=[CH:10][CH:9]=[C:8]([Cl:12])[CH:7]=1)=[O:5].C([O-])(O)=O.[Na+].[Br:18][C:19]1[CH:27]=[CH:26][C:22]([C:23](Cl)=[O:24])=[CH:21][CH:20]=1, predict the reaction product. The product is: [Br:18][C:19]1[CH:27]=[CH:26][C:22]([C:23]([NH:2][CH2:3][C:4]([C:6]2[CH:11]=[CH:10][CH:9]=[C:8]([Cl:12])[CH:7]=2)=[O:5])=[O:24])=[CH:21][CH:20]=1. (2) Given the reactants [Cl:1][C:2]1[N:7]=[C:6]([C:8]([O:10][CH2:11][CH3:12])=[O:9])[C:5](F)=[CH:4][N:3]=1.[O:14]1[CH2:17][CH:16]([CH2:18][NH2:19])[CH2:15]1, predict the reaction product. The product is: [Cl:1][C:2]1[N:7]=[C:6]([C:8]([O:10][CH2:11][CH3:12])=[O:9])[C:5]([NH:19][CH2:18][CH:16]2[CH2:17][O:14][CH2:15]2)=[CH:4][N:3]=1.